Dataset: Full USPTO retrosynthesis dataset with 1.9M reactions from patents (1976-2016). Task: Predict the reactants needed to synthesize the given product. (1) Given the product [F:26][CH:25]([F:27])[C:21]1[CH:20]=[C:19]([CH:13]([NH:12][C:10](=[O:11])[O:9][C:5]([CH3:6])([CH3:8])[CH3:7])[CH2:14][OH:15])[CH:24]=[CH:23][CH:22]=1, predict the reactants needed to synthesize it. The reactants are: [Cl-].[Li+].[BH4-].[Na+].[C:5]([O:9][C:10]([NH:12][CH:13]([C:19]1[CH:24]=[CH:23][CH:22]=[C:21]([CH:25]([F:27])[F:26])[CH:20]=1)[C:14](OCC)=[O:15])=[O:11])([CH3:8])([CH3:7])[CH3:6].Cl. (2) Given the product [CH2:15]([O:17][C:18](=[O:28])[C@@H:19]([NH:20][C:11]([C:9]1[NH:8][C:5]2=[CH:6][N:7]=[C:2]([Cl:1])[CH:3]=[C:4]2[CH:10]=1)=[O:13])[CH2:21][C:22]1[CH:27]=[CH:26][CH:25]=[CH:24][CH:23]=1)[CH3:16], predict the reactants needed to synthesize it. The reactants are: [Cl:1][C:2]1[CH:3]=[C:4]2[CH:10]=[C:9]([C:11]([OH:13])=O)[NH:8][C:5]2=[CH:6][N:7]=1.Cl.[CH2:15]([O:17][C:18](=[O:28])[C@H:19]([CH2:21][C:22]1[CH:27]=[CH:26][CH:25]=[CH:24][CH:23]=1)[NH2:20])[CH3:16].C1C=CC2N(O)N=NC=2C=1.CCN(C(C)C)C(C)C.CCN=C=NCCCN(C)C.